Dataset: NCI-60 drug combinations with 297,098 pairs across 59 cell lines. Task: Regression. Given two drug SMILES strings and cell line genomic features, predict the synergy score measuring deviation from expected non-interaction effect. (1) Drug 1: C#CCC(CC1=CN=C2C(=N1)C(=NC(=N2)N)N)C3=CC=C(C=C3)C(=O)NC(CCC(=O)O)C(=O)O. Drug 2: CC(C)CN1C=NC2=C1C3=CC=CC=C3N=C2N. Cell line: HCT-15. Synergy scores: CSS=-2.59, Synergy_ZIP=-1.54, Synergy_Bliss=-6.40, Synergy_Loewe=-9.77, Synergy_HSA=-8.41. (2) Drug 1: CC1C(C(CC(O1)OC2CC(CC3=C2C(=C4C(=C3O)C(=O)C5=C(C4=O)C(=CC=C5)OC)O)(C(=O)C)O)N)O.Cl. Drug 2: C1=CN(C(=O)N=C1N)C2C(C(C(O2)CO)O)O.Cl. Cell line: CCRF-CEM. Synergy scores: CSS=73.7, Synergy_ZIP=0.910, Synergy_Bliss=0.207, Synergy_Loewe=-3.37, Synergy_HSA=3.10.